This data is from Reaction yield outcomes from USPTO patents with 853,638 reactions. The task is: Predict the reaction yield, written as a fraction of the theoretical maximum amount of product (1.0 means a 100% yield; for example, 0.34 means a 34% yield). (1) The reactants are [CH:1]1([N:5]2[CH2:11][CH2:10][CH2:9][N:8]([C:12]([C@@H:14]3[CH2:17][C@H:16]([OH:18])[CH2:15]3)=[O:13])[CH2:7][CH2:6]2)[CH2:4][CH2:3][CH2:2]1.C(N(CC)CC)C.[C:26]1([CH3:36])[CH:31]=[CH:30][C:29]([S:32](Cl)(=[O:34])=[O:33])=[CH:28][CH:27]=1. The catalyst is C(Cl)Cl. The product is [CH3:36][C:26]1[CH:31]=[CH:30][C:29]([S:32]([O:18][C@H:16]2[CH2:17][C@@H:14]([C:12]([N:8]3[CH2:9][CH2:10][CH2:11][N:5]([CH:1]4[CH2:4][CH2:3][CH2:2]4)[CH2:6][CH2:7]3)=[O:13])[CH2:15]2)(=[O:34])=[O:33])=[CH:28][CH:27]=1. The yield is 0.910. (2) The reactants are [N:1]1([C:6]2[CH:13]=[CH:12][CH:11]=[CH:10][C:7]=2[CH:8]=[O:9])[CH:5]=[CH:4][N:3]=[CH:2]1.[F:14][C:15]([Si](C)(C)C)([F:17])[F:16]. The catalyst is C1COCC1.[F-].C([N+](CCCC)(CCCC)CCCC)CCC. The product is [F:14][C:15]([F:17])([F:16])[CH:8]([C:7]1[CH:10]=[CH:11][CH:12]=[CH:13][C:6]=1[N:1]1[CH:5]=[CH:4][N:3]=[CH:2]1)[OH:9]. The yield is 0.930.